From a dataset of Full USPTO retrosynthesis dataset with 1.9M reactions from patents (1976-2016). Predict the reactants needed to synthesize the given product. (1) Given the product [Cl:25][C:6]1[C:5]2[C:10](=[CH:11][C:12]([O:13][CH2:14][CH:15]3[CH2:20][CH2:19][CH2:18][N:17]([CH3:21])[CH2:16]3)=[C:3]([O:2][CH3:1])[CH:4]=2)[N:9]=[CH:8][N:7]=1, predict the reactants needed to synthesize it. The reactants are: [CH3:1][O:2][C:3]1[CH:4]=[C:5]2[C:10](=[CH:11][C:12]=1[O:13][CH2:14][CH:15]1[CH2:20][CH2:19][CH2:18][N:17]([CH3:21])[CH2:16]1)[N:9]=[CH:8][NH:7][C:6]2=O.S(Cl)([Cl:25])=O. (2) Given the product [CH3:34][O:25]/[C:18](/[C:19]1[CH:24]=[CH:23][N:22]=[CH:21][CH:20]=1)=[C:17](\[N:13]1[C:14]2[CH:15]=[CH:16][C:8]([CH3:7])=[CH:9][C:10]=2[C:11]2[CH2:31][N:30]([CH3:32])[CH2:29][CH2:28][C:12]1=2)/[CH3:26], predict the reactants needed to synthesize it. The reactants are: [H-].[H-].[H-].[H-].[Li+].[Al+3].[CH3:7][C:8]1[CH:16]=[CH:15][C:14]2[N:13]([C:17](C)([CH3:26])[C:18](=[O:25])[C:19]3[CH:24]=[CH:23][N:22]=[CH:21][CH:20]=3)[C:12]3[CH2:28][CH2:29][N:30]([CH:32]=O)[CH2:31][C:11]=3[C:10]=2[CH:9]=1.[CH2:34]1COCC1. (3) Given the product [CH3:40][C:36]1([CH3:41])[O:35][CH:34]([CH:29]2[CH2:28][CH2:27][CH2:26][N:32]3[N:33]=[C:19](/[CH:18]=[CH:17]/[C:7]4[CH:8]=[CH:9][C:10]([N:11]5[CH:15]=[C:14]([CH3:16])[N:13]=[CH:12]5)=[C:5]([O:4][CH3:3])[CH:6]=4)[N:23]=[C:30]23)[CH2:39][CH2:38][CH2:37]1, predict the reactants needed to synthesize it. The reactants are: Cl.Cl.[CH3:3][O:4][C:5]1[CH:6]=[C:7](/[CH:17]=[CH:18]/[C:19](=[NH:23])OCC)[CH:8]=[CH:9][C:10]=1[N:11]1[CH:15]=[C:14]([CH3:16])[N:13]=[CH:12]1.Cl.Cl[CH2:26][CH2:27][CH2:28][CH:29]([CH:34]1[CH2:39][CH2:38][CH2:37][C:36]([CH3:41])([CH3:40])[O:35]1)[C:30]([NH:32][NH2:33])=O.